Dataset: Peptide-MHC class II binding affinity with 134,281 pairs from IEDB. Task: Regression. Given a peptide amino acid sequence and an MHC pseudo amino acid sequence, predict their binding affinity value. This is MHC class II binding data. (1) The peptide sequence is EKKYFAATQFWPLAA. The MHC is HLA-DPA10103-DPB10401 with pseudo-sequence HLA-DPA10103-DPB10401. The binding affinity (normalized) is 1.00. (2) The MHC is HLA-DQA10501-DQB10301 with pseudo-sequence HLA-DQA10501-DQB10301. The binding affinity (normalized) is 0.697. The peptide sequence is PAAPANPGLIIG. (3) The peptide sequence is EKKYFAATQFEPLAR. The MHC is DRB1_1001 with pseudo-sequence DRB1_1001. The binding affinity (normalized) is 0.445.